From a dataset of Forward reaction prediction with 1.9M reactions from USPTO patents (1976-2016). Predict the product of the given reaction. The product is: [CH3:1][C:2]1[C:3]([C:13]2[CH:18]=[CH:17][CH:16]=[CH:15][CH:14]=2)=[C:4]([O:12][C:22]2[CH:29]=[CH:28][C:25]([CH:26]=[O:27])=[CH:24][CH:23]=2)[C:5]2[C:10]([CH:11]=1)=[CH:9][CH:8]=[CH:7][CH:6]=2. Given the reactants [CH3:1][C:2]1[C:3]([C:13]2[CH:18]=[CH:17][CH:16]=[CH:15][CH:14]=2)=[C:4]([OH:12])[C:5]2[C:10]([CH:11]=1)=[CH:9][CH:8]=[CH:7][CH:6]=2.[H-].[Na+].F[C:22]1[CH:29]=[CH:28][C:25]([CH:26]=[O:27])=[CH:24][CH:23]=1, predict the reaction product.